Dataset: Forward reaction prediction with 1.9M reactions from USPTO patents (1976-2016). Task: Predict the product of the given reaction. (1) Given the reactants [Cl:1][C:2]1[CH:7]=[CH:6][C:5]([S:8]([N:11]2[C:17]3[CH:18]=[CH:19][CH:20]=[CH:21][C:16]=3[CH2:15][CH2:14][CH2:13][CH2:12]2)(=[O:10])=[O:9])=[CH:4][C:3]=1[N:22]1[C:26]2=[N:27][C:28]([C:32](=[NH:35])[NH:33][OH:34])=[CH:29][C:30]([CH3:31])=[C:25]2[NH:24][C:23]1=[O:36].[H-].[Na+].O.Cl.CN(C)[CH:43]=[O:44], predict the reaction product. The product is: [Cl:1][C:2]1[CH:7]=[CH:6][C:5]([S:8]([N:11]2[C:17]3[CH:18]=[CH:19][CH:20]=[CH:21][C:16]=3[CH2:15][CH2:14][CH2:13][CH2:12]2)(=[O:9])=[O:10])=[CH:4][C:3]=1[N:22]1[C:26]2=[N:27][C:28]([C:32]3[NH:35][C:43](=[O:44])[O:34][N:33]=3)=[CH:29][C:30]([CH3:31])=[C:25]2[NH:24][C:23]1=[O:36]. (2) Given the reactants [CH3:1][C:2]([Si:5]([CH3:25])([CH3:24])[O:6][C@@H:7]1[C@@H:11]([CH2:12][Si:13]([CH3:21])([CH3:20])[C:14]2[CH:19]=[CH:18][CH:17]=[CH:16][CH:15]=2)[C:10]([CH2:22][OH:23])=[CH:9][CH2:8]1)([CH3:4])[CH3:3].C(O[O-])(=O)C1C(=CC=CC=1)C([O-])=[O:30].[Mg+2], predict the reaction product. The product is: [CH3:4][C:2]([Si:5]([CH3:25])([CH3:24])[O:6][C@H:7]1[CH2:8][C@@H:9]2[C@@:10]([CH2:22][OH:23])([O:30]2)[C@@H:11]1[CH2:12][Si:13]([CH3:21])([CH3:20])[C:14]1[CH:15]=[CH:16][CH:17]=[CH:18][CH:19]=1)([CH3:1])[CH3:3].